From a dataset of Experimentally validated miRNA-target interactions with 360,000+ pairs, plus equal number of negative samples. Binary Classification. Given a miRNA mature sequence and a target amino acid sequence, predict their likelihood of interaction. The miRNA is hsa-miR-6837-5p with sequence ACCAGGGCCAGCAGGGAAUGU. The protein sequence of the target gene is MQSAMFLAVQHDCRPMDKSAGSGHKSEEKREKMKRTLLKDWKTRLSYFLQNSSTPGKPKTGKKSKQQAFIKPSPEEAQLWSEAFDELLASKYGLAAFRAFLKSEFCEENIEFWLACEDFKKTKSPQKLSSKARKIYTDFIEKEAPKEINIDFQTKTLIAQNIQEATSGCFTTAQKRVYSLMENNSYPRFLESEFYQDLCKKPQITTEPHAT. Result: 0 (no interaction).